This data is from Reaction yield outcomes from USPTO patents with 853,638 reactions. The task is: Predict the reaction yield, written as a fraction of the theoretical maximum amount of product (1.0 means a 100% yield; for example, 0.34 means a 34% yield). (1) The reactants are [C:1]([N:5]1[CH2:10][CH2:9][N:8]([C:11]2[C:20]3[C:15](=[CH:16][C:17]([Cl:21])=[CH:18][CH:19]=3)[CH:14]=[CH:13][N:12]=2)[CH2:7][CH:6]1[C:22]([NH2:24])=O)(=[O:4])[CH:2]=[CH2:3].C(N(CC)CC)C.FC(F)(F)C(OC(=O)C(F)(F)F)=O.O. The catalyst is C(Cl)Cl. The product is [C:1]([N:5]1[CH2:10][CH2:9][N:8]([C:11]2[C:20]3[C:15](=[CH:16][C:17]([Cl:21])=[CH:18][CH:19]=3)[CH:14]=[CH:13][N:12]=2)[CH2:7][CH:6]1[C:22]#[N:24])(=[O:4])[CH:2]=[CH2:3]. The yield is 0.530. (2) The reactants are [Cl:1][C:2]1[N:6]2[CH:7]=[C:8]([C:15]3[CH:19]=[CH:18][O:17][CH:16]=3)[CH:9]=[C:10]([C:11]([F:14])([F:13])[F:12])[C:5]2=[N:4][C:3]=1[C:20]([N:22]1[CH2:26][CH2:25][CH:24]([C:27]#[N:28])[CH2:23]1)=[O:21].[NH2:29][OH:30]. The catalyst is C(O)C. The product is [Cl:1][C:2]1[N:6]2[CH:7]=[C:8]([C:15]3[CH:19]=[CH:18][O:17][CH:16]=3)[CH:9]=[C:10]([C:11]([F:14])([F:13])[F:12])[C:5]2=[N:4][C:3]=1[C:20]([N:22]1[CH2:26][CH2:25][CH:24]([C:27]([NH:29][OH:30])=[NH:28])[CH2:23]1)=[O:21]. The yield is 0.958. (3) The reactants are [N:1]([C:4]1[CH:10]=[CH:9][C:7]([NH2:8])=[CH:6][CH:5]=1)=[N+:2]=[N-:3].[Br:11][C:12]1[CH:13]=[CH:14][C:15]2[N:16]([CH2:26][CH:27]3[CH2:29][O:28]3)[C:17]3[C:22]([C:23]=2[CH:24]=1)=[CH:21][C:20]([Br:25])=[CH:19][CH:18]=3.[Li+].[Br-]. The catalyst is C1COCC1. The product is [N:1]([C:4]1[CH:10]=[CH:9][C:7]([NH:8][CH2:29][CH:27]([OH:28])[CH2:26][N:16]2[C:17]3[CH:18]=[CH:19][C:20]([Br:25])=[CH:21][C:22]=3[C:23]3[C:15]2=[CH:14][CH:13]=[C:12]([Br:11])[CH:24]=3)=[CH:6][CH:5]=1)=[N+:2]=[N-:3]. The yield is 0.230. (4) The catalyst is O1CCCC1.CO.[Pd]. The yield is 0.510. The product is [F:1][C:2]1[CH:20]=[CH:19][C:5]([CH2:6][N:7]2[C:15]3[C:10](=[CH:11][C:12]([NH:16][S:25]([CH3:28])(=[O:27])=[O:26])=[CH:13][CH:14]=3)[CH:9]=[CH:8]2)=[CH:4][CH:3]=1. The reactants are [F:1][C:2]1[CH:20]=[CH:19][C:5]([CH2:6][N:7]2[C:15]3[C:10](=[CH:11][C:12]([N+:16]([O-])=O)=[CH:13][CH:14]=3)[CH:9]=[CH:8]2)=[CH:4][CH:3]=1.C([O-])=O.[NH4+].[S:25](Cl)([CH3:28])(=[O:27])=[O:26].C(N(CC)CC)C.Cl. (5) The reactants are [Cl-].O[NH3+:3].[C:4](=[O:7])([O-])[OH:5].[Na+].CS(C)=O.[OH:13][C:14]([CH3:45])([CH3:44])[CH2:15][N:16]1[C:21](=[O:22])[C:20]([CH2:23][C:24]2[CH:29]=[CH:28][C:27]([C:30]3[C:31]([C:36]#[N:37])=[CH:32][CH:33]=[CH:34][CH:35]=3)=[CH:26][CH:25]=2)=[C:19]([CH2:38][CH2:39][CH3:40])[N:18]2[N:41]=[CH:42][N:43]=[C:17]12. The catalyst is C(OCC)(=O)C. The product is [OH:13][C:14]([CH3:44])([CH3:45])[CH2:15][N:16]1[C:21](=[O:22])[C:20]([CH2:23][C:24]2[CH:25]=[CH:26][C:27]([C:30]3[CH:35]=[CH:34][CH:33]=[CH:32][C:31]=3[C:36]3[NH:3][C:4](=[O:7])[O:5][N:37]=3)=[CH:28][CH:29]=2)=[C:19]([CH2:38][CH2:39][CH3:40])[N:18]2[N:41]=[CH:42][N:43]=[C:17]12. The yield is 0.240. (6) The reactants are [Cl:1][C:2]1[CH:7]=[C:6]([Cl:8])[CH:5]=[CH:4][C:3]=1[SH:9].[H-].[Na+].Br[CH:13]1[CH2:17][CH2:16][N:15]([CH:18]2[CH2:23][CH2:22][CH2:21][CH2:20][CH2:19]2)[C:14]1=[O:24]. The catalyst is O1CCCC1. The product is [CH:18]1([N:15]2[CH2:16][CH2:17][CH:13]([S:9][C:3]3[CH:4]=[CH:5][C:6]([Cl:8])=[CH:7][C:2]=3[Cl:1])[C:14]2=[O:24])[CH2:19][CH2:20][CH2:21][CH2:22][CH2:23]1. The yield is 0.920. (7) The reactants are S(C)C.[CH3:4][C:5]1[CH:6]=[C:7]2[C:11](=[CH:12][CH:13]=1)[C:10](=[O:14])[CH:9]=[C:8]2[C:15]1[CH:20]=[CH:19][CH:18]=[CH:17][CH:16]=1.CO. The catalyst is C1COCC1. The product is [CH3:4][C:5]1[CH:6]=[C:7]2[C:11](=[CH:12][CH:13]=1)[C@@H:10]([OH:14])[CH:9]=[C:8]2[C:15]1[CH:20]=[CH:19][CH:18]=[CH:17][CH:16]=1. The yield is 0.950. (8) The catalyst is C1(C)C=CC=CC=1.O.CCOC(C)=O. The reactants are [C:1]([C:3]1[C:8](Cl)=[N:7][CH:6]=[CH:5][N:4]=1)#[N:2].O.Cl.[NH:12]1[CH2:17][CH2:16][C:15](=[O:18])[CH2:14][CH2:13]1. The product is [C:1]([C:3]1[C:8]([N:12]2[CH2:17][CH2:16][C:15](=[O:18])[CH2:14][CH2:13]2)=[N:7][CH:6]=[CH:5][N:4]=1)#[N:2]. The yield is 0.690. (9) The reactants are [Cl:1][C:2]1[N:10]=[C:9]2[C:5]([NH:6][CH:7]=[N:8]2)=[C:4]([Cl:11])[N:3]=1.S([O-])([O-])(=O)=O.[NH4+].[NH4+].C(O[C@H:23]1[C@H:30]2[C@H:26]([O:27][C:28]([CH3:32])([CH3:31])[O:29]2)[CH2:25][S:24]1)(=O)C.FC(F)(F)S(O[Si](C)(C)C)(=O)=O. The catalyst is C[Si](C)(C)N[Si](C)(C)C.ClC=CCl.ClCCCl.ClCCl. The product is [Cl:1][C:2]1[N:10]=[C:9]2[C:5]([N:6]=[CH:7][N:8]2[C@H:23]2[C@H:30]3[C@H:26]([O:27][C:28]([CH3:32])([CH3:31])[O:29]3)[CH2:25][S:24]2)=[C:4]([Cl:11])[N:3]=1. The yield is 0.790. (10) The catalyst is CN(C)C=O. The reactants are Cl[CH2:2][C:3]1[N:12]=[C:11]([N:13]([CH3:15])[CH3:14])[C:10]2[C:5](=[CH:6][CH:7]=[CH:8][CH:9]=2)[N:4]=1.[C:16]([O-:19])(=[O:18])[CH3:17].[K+]. The product is [C:16]([O:19][CH2:2][C:3]1[N:12]=[C:11]([N:13]([CH3:15])[CH3:14])[C:10]2[C:5](=[CH:6][CH:7]=[CH:8][CH:9]=2)[N:4]=1)(=[O:18])[CH3:17]. The yield is 0.990.